This data is from Reaction yield outcomes from USPTO patents with 853,638 reactions. The task is: Predict the reaction yield, written as a fraction of the theoretical maximum amount of product (1.0 means a 100% yield; for example, 0.34 means a 34% yield). (1) The reactants are Br[C:2]1[C:12]([CH3:13])=[CH:11][C:5]2[O:6][CH2:7][C:8]([CH3:10])([CH3:9])[C:4]=2[CH:3]=1.FC1(F)OC2C=C(C)C(C3N=C[C:27]([NH:30][C:31](=O)[C:32]4[CH:37]=[CH:36]C=CC=4F)=[N:28]C=3)=CC=2O1.[O-]P([O-])([O-])=O.[K+].[K+].[K+]. The catalyst is C(#N)C.O1CCOCC1.O. The product is [CH3:9][C:8]1([CH3:10])[CH2:7][O:6][C:5]2[CH:11]=[C:12]([CH3:13])[C:2]([C:32]3[CH:37]=[CH:36][C:27]([NH2:28])=[N:30][CH:31]=3)=[CH:3][C:4]1=2. The yield is 0.908. (2) The reactants are [Br:1][C:2]1[CH:9]=[CH:8][C:5]([CH:6]=O)=[CH:4][CH:3]=1.[CH:10]1([C@@H:13]([NH2:15])[CH3:14])[CH2:12][CH2:11]1.C(O[BH-](OC(=O)C)OC(=O)C)(=O)C.[Na+]. The catalyst is CO. The product is [Br:1][C:2]1[CH:9]=[CH:8][C:5]([CH2:6][NH:15][C@H:13]([CH:10]2[CH2:12][CH2:11]2)[CH3:14])=[CH:4][CH:3]=1. The yield is 0.100. (3) The reactants are [OH2:1].[OH-].[Li+].Cl.[CH2:5]1[CH2:9][O:8][CH2:7][CH2:6]1. The catalyst is O.CO. The product is [CH3:9][C:5]1[CH2:6][CH2:7][C@H:6]([C:7]([OH:1])=[O:8])[CH2:5][CH:9]=1. The yield is 0.910. (4) The reactants are [N+:1]([C:4]1[CH:9]=[CH:8][C:7]([C:10]2[S:11][CH:12]=[CH:13][CH:14]=2)=[CH:6][C:5]=1[NH:15][C:16](=[O:23])[O:17][CH2:18][CH:19]1[CH2:22][NH:21][CH2:20]1)([O-:3])=[O:2].[CH2:24](Cl)Cl.C=O.C([BH3-])#N.[Na+]. The catalyst is CC#N. The product is [N+:1]([C:4]1[CH:9]=[CH:8][C:7]([C:10]2[S:11][CH:12]=[CH:13][CH:14]=2)=[CH:6][C:5]=1[NH:15][C:16](=[O:23])[O:17][CH2:18][CH:19]1[CH2:20][N:21]([CH3:24])[CH2:22]1)([O-:3])=[O:2]. The yield is 0.750. (5) The reactants are I[C:2]1[CH:14]=[CH:13][C:5]2[C:6](=[O:12])[CH2:7][CH2:8][C:9](=[O:11])[NH:10][C:4]=2[CH:3]=1.[F-].[K+].[Sn](C)(C)(C)[CH3:18].CCOC(C)=O. The catalyst is CN(C=O)C.[Cu]I.C1C=CC([P]([Pd]([P](C2C=CC=CC=2)(C2C=CC=CC=2)C2C=CC=CC=2)([P](C2C=CC=CC=2)(C2C=CC=CC=2)C2C=CC=CC=2)[P](C2C=CC=CC=2)(C2C=CC=CC=2)C2C=CC=CC=2)(C2C=CC=CC=2)C2C=CC=CC=2)=CC=1. The product is [CH3:18][C:2]1[CH:14]=[CH:13][C:5]2[C:6](=[O:12])[CH2:7][CH2:8][C:9](=[O:11])[NH:10][C:4]=2[CH:3]=1. The yield is 0.320.